This data is from CYP3A4 inhibition data for predicting drug metabolism from PubChem BioAssay. The task is: Regression/Classification. Given a drug SMILES string, predict its absorption, distribution, metabolism, or excretion properties. Task type varies by dataset: regression for continuous measurements (e.g., permeability, clearance, half-life) or binary classification for categorical outcomes (e.g., BBB penetration, CYP inhibition). Dataset: cyp3a4_veith. (1) The molecule is Cc1nc2sccc2c(=O)n1-c1ccccc1Cl. The result is 0 (non-inhibitor). (2) The compound is CC(C)=CCC/C(C)=C/CO/N=C1/C[C@@H](O)[C@@H](O)[C@@H]2[C@@H]3C(=O)N(Cc4ccccc4)C(=O)[C@H]3CC[C@@H]12. The result is 0 (non-inhibitor).